This data is from Reaction yield outcomes from USPTO patents with 853,638 reactions. The task is: Predict the reaction yield, written as a fraction of the theoretical maximum amount of product (1.0 means a 100% yield; for example, 0.34 means a 34% yield). (1) The reactants are [CH2:1]([O:8][CH2:9][CH2:10][CH2:11][O:12][C:13]1[CH:14]=[N:15][C:16]([CH:19]2[CH2:24][CH2:23][N:22]([C:25]([O:27][C:28]([CH3:31])([CH3:30])[CH3:29])=[O:26])[CH2:21][CH:20]2[OH:32])=[N:17][CH:18]=1)[C:2]1[CH:7]=[CH:6][CH:5]=[CH:4][CH:3]=1.Br[CH2:34][C:35]1[CH:44]=[CH:43][C:42]2[C:37](=[CH:38][CH:39]=[CH:40][CH:41]=2)[CH:36]=1.[H-].[Na+]. The catalyst is CN(C)C=O.C(Cl)Cl. The product is [CH2:1]([O:8][CH2:9][CH2:10][CH2:11][O:12][C:13]1[CH:14]=[N:15][C:16]([CH:19]2[CH2:24][CH2:23][N:22]([C:25]([O:27][C:28]([CH3:29])([CH3:31])[CH3:30])=[O:26])[CH2:21][CH:20]2[O:32][CH2:34][C:35]2[CH:44]=[CH:43][C:42]3[C:37](=[CH:38][CH:39]=[CH:40][CH:41]=3)[CH:36]=2)=[N:17][CH:18]=1)[C:2]1[CH:7]=[CH:6][CH:5]=[CH:4][CH:3]=1. The yield is 0.760. (2) The catalyst is ClC1C=CC=CC=1Cl.Cl[Cu]. The product is [Cl:13][C:11]1[CH:12]=[C:7]([CH:2]([C:3]([F:6])([F:5])[F:4])/[CH:43]=[CH:42]/[C:40]2[CH:39]=[CH:38][C:32]([C:33]([O:35][CH2:36][CH3:37])=[O:34])=[C:31]([N+:28]([O-:30])=[O:29])[CH:41]=2)[CH:8]=[C:9]([Cl:15])[C:10]=1[F:14]. The reactants are Br[CH:2]([C:7]1[CH:8]=[C:9]([Cl:15])[C:10]([F:14])=[C:11]([Cl:13])[CH:12]=1)[C:3]([F:6])([F:5])[F:4].N1C=CC=CC=1C1C=CC=CN=1.[N+:28]([C:31]1[CH:41]=[C:40]([CH:42]=[CH2:43])[CH:39]=[CH:38][C:32]=1[C:33]([O:35][CH2:36][CH3:37])=[O:34])([O-:30])=[O:29]. The yield is 0.530. (3) The reactants are [CH3:1][O:2][C:3]1[CH:4]=[C:5]2[C:10](=[CH:11][C:12]=1[O:13][CH3:14])[C:9]([CH2:15][CH2:16][CH3:17])=[N:8][C:7]([OH:18])=[CH:6]2.O.C1(C)C=CC(S(O)(=O)=O)=CC=1.[I:31]N1C(=O)CCC1=O.C([O-])(O)=O.[Na+]. The catalyst is CC#N.O. The product is [I:31][C:6]1[C:5]2[C:10](=[CH:11][C:12]([O:13][CH3:14])=[C:3]([O:2][CH3:1])[CH:4]=2)[C:9]([CH2:15][CH2:16][CH3:17])=[N:8][C:7]=1[OH:18]. The yield is 0.780. (4) The reactants are [C:1]([O:5][C:6]([N:8]1[CH2:13][CH2:12][C:11]2[NH:14][N:15]=[C:16]([C:17]3[CH:22]=[CH:21][C:20]([Cl:23])=[C:19]([CH3:24])[CH:18]=3)[C:10]=2[CH2:9]1)=[O:7])([CH3:4])([CH3:3])[CH3:2].C([CH:27]1[O:29][CH2:28]1)Cl.[C:30](=O)([O-])[O-].[Cs+].[Cs+]. The product is [C:1]([O:5][C:6]([N:8]1[CH2:13][CH2:12][C:11]2[N:14]([CH:28]3[CH2:27][O:29]3)[N:15]=[C:16]([C:17]3[CH:22]=[CH:21][C:20]([Cl:23])=[C:19]([CH3:24])[CH:18]=3)[C:10]=2[CH:9]1[CH3:30])=[O:7])([CH3:4])([CH3:3])[CH3:2]. The yield is 0.570. The catalyst is CN(C=O)C.CCOC(C)=O. (5) The reactants are [Cl:1][C:2]1[CH:7]=[CH:6][C:5]([C:8]2[C:14]3[C:15]([CH3:19])=[C:16]([CH3:18])[S:17][C:13]=3[N:12]3[C:20]([CH3:23])=[N:21][N:22]=[C:11]3[C@H:10]([CH2:24][C:25]([NH:27][CH2:28][CH2:29][CH2:30][N:31]3[CH2:36][CH2:35][NH:34][CH2:33][CH2:32]3)=[O:26])[N:9]=2)=[CH:4][CH:3]=1.[C:37]([O:41][C:42]([NH:44][CH2:45][CH2:46][CH2:47][CH2:48][CH2:49][C:50](O)=[O:51])=[O:43])([CH3:40])([CH3:39])[CH3:38].CCN(C(C)C)C(C)C.CN(C(ON1N=NC2C=CC=NC1=2)=[N+](C)C)C.F[P-](F)(F)(F)(F)F. The catalyst is CN(C=O)C.C(=O)(O)[O-].[Na+]. The product is [Cl:1][C:2]1[CH:3]=[CH:4][C:5]([C:8]2[C:14]3[C:15]([CH3:19])=[C:16]([CH3:18])[S:17][C:13]=3[N:12]3[C:20]([CH3:23])=[N:21][N:22]=[C:11]3[C@H:10]([CH2:24][C:25]([NH:27][CH2:28][CH2:29][CH2:30][N:31]3[CH2:32][CH2:33][N:34]([C:50](=[O:51])[CH2:49][CH2:48][CH2:47][CH2:46][CH2:45][NH:44][C:42](=[O:43])[O:41][C:37]([CH3:38])([CH3:39])[CH3:40])[CH2:35][CH2:36]3)=[O:26])[N:9]=2)=[CH:6][CH:7]=1. The yield is 0.940.